This data is from CYP1A2 inhibition data for predicting drug metabolism from PubChem BioAssay. The task is: Regression/Classification. Given a drug SMILES string, predict its absorption, distribution, metabolism, or excretion properties. Task type varies by dataset: regression for continuous measurements (e.g., permeability, clearance, half-life) or binary classification for categorical outcomes (e.g., BBB penetration, CYP inhibition). Dataset: cyp1a2_veith. (1) The drug is Cc1ccc(CNC(=O)CCc2c(C)nc3ncnn3c2C)cc1. The result is 0 (non-inhibitor). (2) The molecule is COC(=O)c1ccc(NC(=O)c2ccccc2NS(=O)(=O)c2ccccc2)cc1. The result is 0 (non-inhibitor). (3) The compound is COc1cc(OC)c(C#N)c(S(=O)(=O)Cc2ccccc2)c1. The result is 1 (inhibitor). (4) The compound is Cc1cc(SCC(=O)c2cccs2)nc2c(C)cccc12. The result is 1 (inhibitor). (5) The compound is CCOc1ccc(/C=C/C2=Cc3c(sc(NC(=O)CSc4n[nH]c(N)n4)c3C#N)C(C)(C)C2)cc1. The result is 0 (non-inhibitor). (6) The drug is O=C1C(CCS(=O)c2ccccc2)C(=O)N(c2ccccc2)N1c1ccccc1. The result is 0 (non-inhibitor). (7) The drug is CO[C@@H]1COC(=O)CCC[C@@H](C)[C@H](OC)COC(=O)[C@H](Cc2ccccc2)NC(=O)C/C=C\[C@H]1C. The result is 0 (non-inhibitor). (8) The result is 1 (inhibitor). The molecule is CCOC(=O)c1[nH]c2ccc(OC)cc2c1NC(=O)NC(C)C. (9) The drug is N=C(N)SCCc1ccc(CCSC(=N)N)cc1. The result is 0 (non-inhibitor).